This data is from Full USPTO retrosynthesis dataset with 1.9M reactions from patents (1976-2016). The task is: Predict the reactants needed to synthesize the given product. (1) Given the product [S:31]1[C:35]2[CH:36]=[CH:37][CH:38]=[CH:39][C:34]=2[N:33]=[C:32]1[S:40][CH2:41][C:42]([N:45]1[CH2:51][CH2:50][CH2:49][C:48](=[O:52])[C:47]2[CH:53]=[CH:54][CH:55]=[CH:56][C:46]1=2)=[O:44], predict the reactants needed to synthesize it. The reactants are: CCN(C(C)C)C(C)C.C1C=CC2N(O)N=NC=2C=1.CCN=C=NCCCN(C)C.[S:31]1[C:35]2[CH:36]=[CH:37][CH:38]=[CH:39][C:34]=2[N:33]=[C:32]1[S:40][CH2:41][C:42]([OH:44])=O.[NH:45]1[CH2:51][CH2:50][CH2:49][C:48](=[O:52])[C:47]2[CH:53]=[CH:54][CH:55]=[CH:56][C:46]1=2. (2) Given the product [C:2]12([C:16]3[CH:17]=[C:18]([C:2]45[CH2:11][CH:6]6[CH2:7][CH:8]([CH2:10][CH:4]([CH2:5]6)[CH2:3]4)[CH2:9]5)[C:13]([OH:12])=[CH:14][C:15]=3[OH:19])[CH2:11][CH:6]3[CH2:7][CH:8]([CH2:10][CH:4]([CH2:5]3)[CH2:3]1)[CH2:9]2, predict the reactants needed to synthesize it. The reactants are: Br[C:2]12[CH2:11][CH:6]3[CH2:7][CH:8]([CH2:10][CH:4]([CH2:5]3)[CH2:3]1)[CH2:9]2.[OH:12][C:13]1[CH:18]=[CH:17][CH:16]=[C:15]([OH:19])[CH:14]=1. (3) Given the product [C:1]([N:4]1[C:12]2[C:7](=[CH:8][C:9]([C:13](=[O:16])[CH2:14][CH3:15])=[CH:10][CH:11]=2)[C:6](=[C:18]([O:21][CH3:22])[CH2:19][CH3:20])[C:5]1=[O:17])(=[O:3])[CH3:2], predict the reactants needed to synthesize it. The reactants are: [C:1]([N:4]1[C:12]2[C:7](=[CH:8][C:9]([C:13](=[O:16])[CH2:14][CH3:15])=[CH:10][CH:11]=2)[CH2:6][C:5]1=[O:17])(=[O:3])[CH3:2].[C:18](OC)(OC)([O:21][CH3:22])[CH2:19][CH3:20]. (4) Given the product [NH:8]1[CH2:11][CH:10]([O:12][C:13]2[N:14]([CH:40]([CH3:42])[CH3:41])[C:15]3[CH:20]=[C:19]([NH:21][C:22]4[CH:27]=[CH:26][N:25]=[C:24]([C:28]5[CH:29]=[N:30][NH:31][CH:32]=5)[N:23]=4)[N:18]=[CH:17][C:16]=3[N:39]=2)[CH2:9]1, predict the reactants needed to synthesize it. The reactants are: C(OC([N:8]1[CH2:11][CH:10]([O:12][C:13]2[N:14]([CH:40]([CH3:42])[CH3:41])[C:15]3[CH:20]=[C:19]([NH:21][C:22]4[CH:27]=[CH:26][N:25]=[C:24]([C:28]5[CH:29]=[N:30][N:31](S(C6CC6)(=O)=O)[CH:32]=5)[N:23]=4)[N:18]=[CH:17][C:16]=3[N:39]=2)[CH2:9]1)=O)(C)(C)C.Cl. (5) Given the product [NH:11]1[C:12]2[CH:17]=[CH:16][CH:15]=[CH:14][C:13]=2[N:9]=[C:10]1[CH:6]([NH:7][C:8]([NH:29][CH:24]1[CH2:28][CH2:27][CH2:26][CH2:25]1)=[O:18])[CH2:5][C:4]1[CH:19]=[CH:20][C:21]([O:22][CH3:23])=[C:2]([F:1])[CH:3]=1, predict the reactants needed to synthesize it. The reactants are: [F:1][C:2]1[CH:3]=[C:4]([CH:19]=[CH:20][C:21]=1[O:22][CH3:23])[CH2:5][CH:6]1[C:10]2=[N:11][C:12]3[CH:17]=[CH:16][CH:15]=[CH:14][C:13]=3[N:9]2[C:8](=[O:18])[NH:7]1.[CH:24]1([NH2:29])[CH2:28][CH2:27][CH2:26][CH2:25]1.C(O)(C(F)(F)F)=O.